From a dataset of Forward reaction prediction with 1.9M reactions from USPTO patents (1976-2016). Predict the product of the given reaction. (1) Given the reactants [N:1]1[C:10]2[CH2:9][CH2:8][NH:7][CH2:6][C:5]=2[CH:4]=[CH:3][CH:2]=1.C(N(CC)CC)C.[C:18](Cl)(=[O:20])[CH3:19], predict the reaction product. The product is: [C:18]([N:7]1[CH2:8][CH2:9][C:10]2[N:1]=[CH:2][CH:3]=[CH:4][C:5]=2[CH2:6]1)(=[O:20])[CH3:19]. (2) The product is: [CH2:1]([C@H:3]([NH:10][C:11]([C:13]1[C:22]2[C:17](=[CH:18][CH:19]=[CH:20][CH:21]=2)[N:16]=[C:15]([C:23]2[CH:24]=[CH:25][CH:26]=[CH:27][CH:28]=2)[C:14]=1[OH:29])=[O:12])[C:4]1[CH:5]=[CH:6][CH:7]=[CH:8][CH:9]=1)[CH3:2].[C:70]1([C:58]2([C:41]3[CH:46]=[CH:45][CH:44]=[CH:43][CH:42]=3)[C@@:57]([C:15]3[CH:14]=[CH:13][C:22]4[C:17](=[CH:18][CH:19]=[CH:20][CH:21]=4)[N:16]=3)([OH:56])[C:66]([C:30]([NH:85][CH:82]([C:76]3[CH:81]=[CH:80][CH:79]=[CH:78][CH:77]=3)[CH2:83][CH3:84])=[O:31])([C:67]([O-:69])=[O:68])[C:65]3[C:60](=[CH:61][CH:62]=[CH:63][CH:64]=3)[NH:59]2)[CH:75]=[CH:74][CH:73]=[CH:72][CH:71]=1. Given the reactants [CH2:1]([C@H:3]([NH:10][C:11]([C:13]1[C:22]2[C:17](=[CH:18][CH:19]=[CH:20][CH:21]=2)[N:16]=[C:15]([C:23]2[CH:28]=[CH:27][CH:26]=[CH:25][CH:24]=2)[C:14]=1[OH:29])=[O:12])[C:4]1[CH:9]=[CH:8][CH:7]=[CH:6][CH:5]=1)[CH3:2].[CH3:30][O:31]CC(C1C=CC=CC=1)=O.[CH2:41]1[CH2:46][CH2:45][CH:44](N=C=N[CH:41]2[CH2:46][CH2:45][CH2:44][CH2:43][CH2:42]2)[CH2:43][CH2:42]1.[OH:56][C:57]1[C:58]([C:70]2[CH:75]=[CH:74][CH:73]=[CH:72][CH:71]=2)=[N:59][C:60]2[C:65]([C:66]=1[C:67]([OH:69])=[O:68])=[CH:64][CH:63]=[CH:62][CH:61]=2.[C:76]1([C@@H:82]([NH2:85])[CH2:83][CH3:84])[CH:81]=[CH:80][CH:79]=[CH:78][CH:77]=1, predict the reaction product. (3) The product is: [CH3:10][C:8]1[S:9][C:5]2[CH:4]=[CH:3][C:2]([CH:15]3[C:16]4[C:21](=[CH:20][CH:19]=[CH:18][CH:17]=4)[CH2:12][N:13]([CH3:26])[CH2:14]3)=[CH:11][C:6]=2[CH:7]=1. Given the reactants Br[C:2]1[CH:3]=[CH:4][C:5]2[S:9][C:8]([CH3:10])=[CH:7][C:6]=2[CH:11]=1.[CH:12]1[C:21]2[C:16](=[CH:17][CH:18]=[CH:19][CH:20]=2)[C:15](B(O)O)=[CH:14][N:13]=1.Cl.[CH2:26](OCC)C, predict the reaction product. (4) The product is: [C:13]([O:17][C:18]([N:20]1[CH2:21][C@@H:7]([O:6][C:5](=[O:11])[NH:47][CH2:48][C:49]2[CH:54]=[CH:53][CH:52]=[CH:51][N:50]=2)[C@H:23]([CH2:25][N:26]([CH:43]([CH3:45])[CH3:44])[C:27](=[O:42])[C:28]2[CH:33]=[CH:32][C:31]([O:34][CH3:35])=[C:30]([O:36][CH2:37][CH2:38][CH2:39][O:40][CH3:41])[CH:29]=2)[CH2:24]1)=[O:19])([CH3:16])([CH3:14])[CH3:15]. Given the reactants ClC(Cl)(O[C:5](=[O:11])[O:6][C:7](Cl)(Cl)Cl)Cl.[C:13]([O:17][C:18]([N:20]1[CH2:24][C@@H:23]([CH2:25][N:26]([CH:43]([CH3:45])[CH3:44])[C:27](=[O:42])[C:28]2[CH:33]=[CH:32][C:31]([O:34][CH3:35])=[C:30]([O:36][CH2:37][CH2:38][CH2:39][O:40][CH3:41])[CH:29]=2)[C@H](O)[CH2:21]1)=[O:19])([CH3:16])([CH3:15])[CH3:14].[NH2:47][CH2:48][C:49]1[CH:54]=[CH:53][CH:52]=[CH:51][N:50]=1, predict the reaction product. (5) Given the reactants [N:1]1([C:6]2[CH:11]=[CH:10][C:9]([CH2:12][C:13]([N:15]3[CH2:41][CH2:40][N:18]4[CH2:19][C@@H:20]([C:30]5[CH:35]=[CH:34][C:33]([F:36])=[C:32]([C:37]#[N:38])[C:31]=5[CH3:39])[N:21](C(OC(C)(C)C)=O)[CH2:22][C@@H:17]4[CH2:16]3)=[O:14])=[CH:8][CH:7]=2)[CH:5]=[N:4][N:3]=[N:2]1.C1(SC)C=CC=CC=1.FC(F)(F)C(O)=O, predict the reaction product. The product is: [N:1]1([C:6]2[CH:11]=[CH:10][C:9]([CH2:12][C:13]([N:15]3[CH2:41][CH2:40][N:18]4[CH2:19][C@@H:20]([C:30]5[C:31]([CH3:39])=[C:32]([C:33]([F:36])=[CH:34][CH:35]=5)[C:37]#[N:38])[NH:21][CH2:22][C@@H:17]4[CH2:16]3)=[O:14])=[CH:8][CH:7]=2)[CH:5]=[N:4][N:3]=[N:2]1. (6) The product is: [CH3:1][C:2]1[C:6]([C:7]2[C:12]([C:13]3[N:27]=[N:28][NH:29][CH:14]=3)=[CH:11][C:10]([C:15]([F:16])([F:18])[F:17])=[CH:9][C:8]=2[C:19]2[CH:20]=[CH:21][C:22]([OH:25])=[CH:23][CH:24]=2)=[C:5]([CH3:26])[O:4][N:3]=1. Given the reactants [CH3:1][C:2]1[C:6]([C:7]2[C:12]([C:13]#[CH:14])=[CH:11][C:10]([C:15]([F:18])([F:17])[F:16])=[CH:9][C:8]=2[C:19]2[CH:24]=[CH:23][C:22]([OH:25])=[CH:21][CH:20]=2)=[C:5]([CH3:26])[O:4][N:3]=1.[N:27]([Si](C)(C)C)=[N+:28]=[N-:29].CCOC(C)=O, predict the reaction product. (7) Given the reactants [CH:1](=O)[C:2]1[CH:7]=[CH:6][CH:5]=[CH:4][CH:3]=1.[NH2:9][C@H:10]1[CH2:15][CH2:14][CH2:13][CH2:12][C@H:11]1[N:16]1[CH2:20][CH2:19][C@@H:18]([NH:21][C:22](=[O:37])[CH2:23][NH:24][C:25](=[O:36])[C:26]2[CH:31]=[CH:30][CH:29]=[C:28]([C:32]([F:35])([F:34])[F:33])[CH:27]=2)[CH2:17]1.[BH-](OC(C)=O)(OC(C)=O)OC(C)=O.[Na+], predict the reaction product. The product is: [CH2:1]([NH:9][C@H:10]1[CH2:15][CH2:14][CH2:13][CH2:12][C@H:11]1[N:16]1[CH2:20][CH2:19][C@@H:18]([NH:21][C:22](=[O:37])[CH2:23][NH:24][C:25](=[O:36])[C:26]2[CH:31]=[CH:30][CH:29]=[C:28]([C:32]([F:34])([F:35])[F:33])[CH:27]=2)[CH2:17]1)[C:2]1[CH:7]=[CH:6][CH:5]=[CH:4][CH:3]=1.